Dataset: Reaction yield outcomes from USPTO patents with 853,638 reactions. Task: Predict the reaction yield, written as a fraction of the theoretical maximum amount of product (1.0 means a 100% yield; for example, 0.34 means a 34% yield). (1) The reactants are C([O:8][C:9]1[CH:14]=[CH:13][C:12]([F:15])=[CH:11][C:10]=1[C:16]1([C:19]2[CH:20]=[C:21]([NH:41][CH2:42][CH2:43][C:44]([F:47])([F:46])[F:45])[C:22]3[N:23]([C:25]([C:28]4[CH:39]=[CH:38][C:31]([C:32]([NH:34][CH:35]5[CH2:37][CH2:36]5)=[O:33])=[C:30]([CH3:40])[CH:29]=4)=[CH:26][N:27]=3)[N:24]=2)[CH2:18][CH2:17]1)C1C=CC=CC=1. The catalyst is [Pd]. The product is [CH:35]1([NH:34][C:32](=[O:33])[C:31]2[CH:38]=[CH:39][C:28]([C:25]3[N:23]4[N:24]=[C:19]([C:16]5([C:10]6[CH:11]=[C:12]([F:15])[CH:13]=[CH:14][C:9]=6[OH:8])[CH2:17][CH2:18]5)[CH:20]=[C:21]([NH:41][CH2:42][CH2:43][C:44]([F:47])([F:45])[F:46])[C:22]4=[N:27][CH:26]=3)=[CH:29][C:30]=2[CH3:40])[CH2:36][CH2:37]1. The yield is 0.140. (2) The reactants are [Cl:1][C:2]1[CH:3]=[C:4]([S:9]([N:12]2[CH:25]([CH2:26][C:27]([OH:29])=O)[C:24]3[C:19](=[C:20]([O:30][CH3:31])[CH:21]=[CH:22][CH:23]=3)[C:18]3[CH:17]=[CH:16][CH:15]=[CH:14][C:13]2=3)(=[O:11])=[O:10])[CH:5]=[CH:6][C:7]=1[Cl:8].C(N(CC)CC)C.F[P-](F)(F)(F)(F)F.N1(OC(N(C)C)=[N+](C)C)C2C=CC=CC=2N=N1.Cl.Cl.[N:65]1([CH2:70][CH2:71][C@H:72]2[CH2:77][CH2:76][C@H:75]([NH2:78])[CH2:74][CH2:73]2)[CH2:69][CH2:68][CH2:67][CH2:66]1. The catalyst is CN(C)C=O. The product is [Cl:1][C:2]1[CH:3]=[C:4]([S:9]([N:12]2[CH:25]([CH2:26][C:27]([NH:78][C@H:75]3[CH2:76][CH2:77][C@H:72]([CH2:71][CH2:70][N:65]4[CH2:69][CH2:68][CH2:67][CH2:66]4)[CH2:73][CH2:74]3)=[O:29])[C:24]3[C:19](=[C:20]([O:30][CH3:31])[CH:21]=[CH:22][CH:23]=3)[C:18]3[CH:17]=[CH:16][CH:15]=[CH:14][C:13]2=3)(=[O:10])=[O:11])[CH:5]=[CH:6][C:7]=1[Cl:8]. The yield is 0.600.